From a dataset of Full USPTO retrosynthesis dataset with 1.9M reactions from patents (1976-2016). Predict the reactants needed to synthesize the given product. (1) Given the product [CH2:17]([NH:19][C:20](=[O:34])[NH:21][C:22]1[S:26][C:25]2[CH:27]=[CH:28][CH:29]=[CH:30][C:24]=2[C:23]=1[C:31]([N:9]1[CH2:8][CH2:7][C:6]2([N:5]=[C:4]([CH2:12][NH:13][C:14](=[O:16])[CH3:15])[NH:3][C:2]2=[O:1])[CH2:11][CH2:10]1)=[O:32])[CH3:18], predict the reactants needed to synthesize it. The reactants are: [O:1]=[C:2]1[C:6]2([CH2:11][CH2:10][NH:9][CH2:8][CH2:7]2)[N:5]=[C:4]([CH2:12][NH:13][C:14](=[O:16])[CH3:15])[NH:3]1.[CH2:17]([NH:19][C:20](=[O:34])[NH:21][C:22]1[S:26][C:25]2[CH:27]=[CH:28][CH:29]=[CH:30][C:24]=2[C:23]=1[C:31](O)=[O:32])[CH3:18].C(Cl)CCl.C1C=CC2N(O)N=NC=2C=1.C(N(CC)CC)C. (2) Given the product [ClH:1].[CH2:8]([O:10][C:11]1[CH:12]=[C:13]2[C:18](=[CH:19][CH:20]=1)[C@H:17]([C:21]([NH:22][C:23]1[CH:28]=[C:27]([F:29])[C:26]([C:30]([CH3:35])([CH3:36])[CH2:31][O:32][CH2:33][CH3:34])=[C:25]([F:37])[CH:24]=1)=[O:38])[NH:16][CH2:15][CH2:14]2)[CH3:9], predict the reactants needed to synthesize it. The reactants are: [ClH:1].C(OCC)(=O)C.[CH2:8]([O:10][C:11]1[CH:12]=[C:13]2[C:18](=[CH:19][CH:20]=1)[C@H:17]([C:21](=[O:38])[NH:22][C:23]1[CH:28]=[C:27]([F:29])[C:26]([C:30]([CH3:36])([CH3:35])[CH2:31][O:32][CH2:33][CH3:34])=[C:25]([F:37])[CH:24]=1)[N:16](C(OC(C)(C)C)=O)[CH2:15][CH2:14]2)[CH3:9]. (3) Given the product [NH2:1][C:2]1[CH:7]=[CH:6][C:5]([O:8][C:17]2[CH:22]=[CH:21][N:20]=[C:19]3[CH:23]=[C:24]([C:26]4[N:31]=[CH:30][C:29]([CH2:32][N:33]([CH2:41][CH2:42][O:43][CH3:44])[C:34](=[O:40])[O:35][C:36]([CH3:37])([CH3:38])[CH3:39])=[CH:28][CH:27]=4)[S:25][C:18]=23)=[CH:4][C:3]=1[F:9], predict the reactants needed to synthesize it. The reactants are: [NH2:1][C:2]1[CH:7]=[CH:6][C:5]([OH:8])=[CH:4][C:3]=1[F:9].CC(C)([O-])C.[K+].Cl[C:17]1[CH:22]=[CH:21][N:20]=[C:19]2[CH:23]=[C:24]([C:26]3[N:31]=[CH:30][C:29]([CH2:32][N:33]([CH2:41][CH2:42][O:43][CH3:44])[C:34](=[O:40])[O:35][C:36]([CH3:39])([CH3:38])[CH3:37])=[CH:28][CH:27]=3)[S:25][C:18]=12.Cl.